This data is from Full USPTO retrosynthesis dataset with 1.9M reactions from patents (1976-2016). The task is: Predict the reactants needed to synthesize the given product. (1) Given the product [C:28]([O:32][CH:2]([O:6][C:7]([NH:9][CH2:10][C:11]1([CH2:17][C:18]([O:20][CH2:21][C:22]2[CH:27]=[CH:26][CH:25]=[CH:24][CH:23]=2)=[O:19])[CH2:16][CH2:15][CH2:14][CH2:13][CH2:12]1)=[O:8])[CH2:3][CH2:4][CH3:5])(=[O:31])[CH2:29][CH3:30], predict the reactants needed to synthesize it. The reactants are: Cl[CH:2]([O:6][C:7]([NH:9][CH2:10][C:11]1([CH2:17][C:18]([O:20][CH2:21][C:22]2[CH:27]=[CH:26][CH:25]=[CH:24][CH:23]=2)=[O:19])[CH2:16][CH2:15][CH2:14][CH2:13][CH2:12]1)=[O:8])[CH2:3][CH2:4][CH3:5].[C:28]([OH:32])(=[O:31])[CH2:29][CH3:30]. (2) The reactants are: [C:1]([C:5]1[CH:39]=[CH:38][C:8]([C:9]([N:11]2[C@@H:15]([C:16]3[N:17]=[CH:18][S:19][CH:20]=3)[C@@H:14]([C:21]3[CH:26]=[N:25][CH:24]=[CH:23][N:22]=3)[CH2:13][C@@:12]2([CH2:34][CH:35]([CH3:37])[CH3:36])[C:27]([O:29]C(C)(C)C)=[O:28])=[O:10])=[CH:7][C:6]=1[CH3:40])([CH3:4])([CH3:3])[CH3:2].C(O)(C(F)(F)F)=O. Given the product [C:1]([C:5]1[CH:39]=[CH:38][C:8]([C:9]([N:11]2[C@@H:15]([C:16]3[N:17]=[CH:18][S:19][CH:20]=3)[C@@H:14]([C:21]3[CH:26]=[N:25][CH:24]=[CH:23][N:22]=3)[CH2:13][C@@:12]2([CH2:34][CH:35]([CH3:36])[CH3:37])[C:27]([OH:29])=[O:28])=[O:10])=[CH:7][C:6]=1[CH3:40])([CH3:2])([CH3:3])[CH3:4], predict the reactants needed to synthesize it. (3) Given the product [CH2:21]([N:20]([CH3:19])[C:8]1[N:1]=[C:2]([NH2:13])[N:4]=[C:5]([Cl:6])[N:7]=1)[C:22]1[CH:27]=[CH:26][CH:25]=[CH:24][CH:23]=1, predict the reactants needed to synthesize it. The reactants are: [N:1]1[C:8](Cl)=[N:7][C:5]([Cl:6])=[N:4][C:2]=1Cl.C([N:13](C(C)C)CC)(C)C.[CH3:19][NH:20][CH2:21][C:22]1[CH:27]=[CH:26][CH:25]=[CH:24][CH:23]=1.N. (4) Given the product [NH2:1][C:2]1[C:11]([C:25]2[CH:26]=[CH:27][C:22]([O:21][CH2:14][C:15]3[CH:20]=[CH:19][CH:18]=[CH:17][CH:16]=3)=[CH:23][CH:24]=2)=[N:10][C:9]([Br:13])=[CH:8][C:3]=1[C:4]([O:6][CH3:7])=[O:5], predict the reactants needed to synthesize it. The reactants are: [NH2:1][C:2]1[C:11](Br)=[N:10][C:9]([Br:13])=[CH:8][C:3]=1[C:4]([O:6][CH3:7])=[O:5].[CH2:14]([O:21][C:22]1[CH:27]=[CH:26][C:25](B(O)O)=[CH:24][CH:23]=1)[C:15]1[CH:20]=[CH:19][CH:18]=[CH:17][CH:16]=1.[F-].[Cs+]. (5) Given the product [O:17]=[C:13]1[NH:14][CH2:15][CH2:16][N:12]1[C:6]1[CH:11]=[CH:10][C:9]([S:2]([Cl:1])(=[O:5])=[O:3])=[CH:8][CH:7]=1, predict the reactants needed to synthesize it. The reactants are: [Cl:1][S:2]([OH:5])(=O)=[O:3].[C:6]1([N:12]2[CH2:16][CH2:15][NH:14][C:13]2=[O:17])[CH:11]=[CH:10][CH:9]=[CH:8][CH:7]=1.